From a dataset of Full USPTO retrosynthesis dataset with 1.9M reactions from patents (1976-2016). Predict the reactants needed to synthesize the given product. (1) Given the product [CH2:7]1[C:13]2[CH:14]=[CH:15][CH:16]=[CH:17][C:12]=2[CH2:11][CH2:10][CH2:9][NH:8]1, predict the reactants needed to synthesize it. The reactants are: [H-].[Al+3].[Li+].[H-].[H-].[H-].[C:7]1(=O)[C:13]2[CH:14]=[CH:15][CH:16]=[CH:17][C:12]=2[CH2:11][CH2:10][CH2:9][NH:8]1.[OH-].[K+]. (2) Given the product [CH2:28]([O:27][C:19]1[C:6]2[C:7](=[O:18])[N:8]([CH2:9][C:10](=[O:17])[C:11]3[CH:16]=[CH:15][CH:14]=[CH:13][CH:12]=3)[C:3]([CH2:1][CH3:2])=[CH:4][C:5]=2[S:21][C:20]=1[C:22]([O:24][CH2:25][CH3:26])=[O:23])[CH3:29], predict the reactants needed to synthesize it. The reactants are: [CH2:1]([C:3]1[N:8]([CH2:9][C:10](=[O:17])[C:11]2[CH:16]=[CH:15][CH:14]=[CH:13][CH:12]=2)[C:7](=[O:18])[C:6]2[C:19]([OH:27])=[C:20]([C:22]([O:24][CH2:25][CH3:26])=[O:23])[S:21][C:5]=2[CH:4]=1)[CH3:2].[C:28](OCC)(=O)[CH2:29]S.C(N(CC)CC)C. (3) Given the product [CH3:21][S:18]([NH:17][CH2:16][CH2:15][C:10]1[CH:9]=[CH:8][C:7]2[C:12](=[CH:13][CH:14]=[C:5]([O:4][CH2:3][CH2:2][NH:1][CH2:22][C:23]3[CH:28]=[CH:27][CH:26]=[CH:25][CH:24]=3)[CH:6]=2)[CH:11]=1)(=[O:20])=[O:19], predict the reactants needed to synthesize it. The reactants are: [NH2:1][CH2:2][CH2:3][O:4][C:5]1[CH:6]=[C:7]2[C:12](=[CH:13][CH:14]=1)[CH:11]=[C:10]([CH2:15][CH2:16][NH:17][S:18]([CH3:21])(=[O:20])=[O:19])[CH:9]=[CH:8]2.[CH:22](=O)[C:23]1[CH:28]=[CH:27][CH:26]=[CH:25][CH:24]=1.C(O)(=O)C.[BH4-].[Na+]. (4) Given the product [NH2:19][C:17]1[N:18]=[C:14]2[N:15]([C:6]([CH2:5][C:4]3[CH:20]=[CH:21][C:22]([OH:23])=[C:2]([Br:1])[CH:3]=3)=[N:7][C:8]3[CH:9]=[CH:10][CH:11]=[CH:12][C:13]=32)[N:16]=1, predict the reactants needed to synthesize it. The reactants are: [Br:1][C:2]1[CH:3]=[C:4]([CH:20]=[CH:21][C:22]=1[O:23]C)[CH2:5][C:6]1[N:15]2[N:16]=[C:17]([NH2:19])[N:18]=[C:14]2[C:13]2[CH:12]=[CH:11][CH:10]=[CH:9][C:8]=2[N:7]=1.COC1C=C(C=C(OC)C=1)CC1N2N=C(N)N=C2C2C=CC=CC=2N=1.